This data is from Forward reaction prediction with 1.9M reactions from USPTO patents (1976-2016). The task is: Predict the product of the given reaction. Given the reactants [Cl:1][C:2]1[CH:10]=[CH:9][CH:8]=[CH:7][C:3]=1[C:4]([OH:6])=O.[F:11][C:12]1[CH:17]=[CH:16][C:15]([CH:18]([C:21]2[CH:22]=[N:23][C:24]([C:27]([F:30])([F:29])[F:28])=[N:25][CH:26]=2)[CH2:19][NH2:20])=[CH:14][CH:13]=1, predict the reaction product. The product is: [Cl:1][C:2]1[CH:10]=[CH:9][CH:8]=[CH:7][C:3]=1[C:4]([NH:20][CH2:19][CH:18]([C:15]1[CH:16]=[CH:17][C:12]([F:11])=[CH:13][CH:14]=1)[C:21]1[CH:22]=[N:23][C:24]([C:27]([F:29])([F:30])[F:28])=[N:25][CH:26]=1)=[O:6].